Task: Predict the reactants needed to synthesize the given product.. Dataset: Full USPTO retrosynthesis dataset with 1.9M reactions from patents (1976-2016) (1) Given the product [Br:46][C:24]1[N:23]([S:26]([C:29]2[CH:34]=[CH:33][CH:32]=[CH:31][CH:30]=2)(=[O:27])=[O:28])[C:18]2[N:19]=[CH:20][C:21]3[CH2:22][N:13]([C:3]4[C:2]([F:1])=[C:7]([O:8][CH3:9])[CH:6]=[C:5]([O:10][CH3:11])[C:4]=4[F:12])[C:14](=[O:37])[C:15]([CH3:35])([CH3:36])[C:16]=3[C:17]=2[CH:25]=1, predict the reactants needed to synthesize it. The reactants are: [F:1][C:2]1[C:7]([O:8][CH3:9])=[CH:6][C:5]([O:10][CH3:11])=[C:4]([F:12])[C:3]=1[N:13]1[CH2:22][C:21]2[CH:20]=[N:19][C:18]3[N:23]([S:26]([C:29]4[CH:34]=[CH:33][CH:32]=[CH:31][CH:30]=4)(=[O:28])=[O:27])[CH:24]=[CH:25][C:17]=3[C:16]=2[C:15]([CH3:36])([CH3:35])[C:14]1=[O:37].C([N-]C(C)C)(C)C.[Li+].[Br:46]C(Cl)(Cl)C(Br)(Cl)Cl. (2) Given the product [C:25]([C:24]1[CH:27]=[CH:28][C:29]([NH:1][CH2:2][CH2:3][N:4]([CH2:14][CH:15]2[CH2:20][CH2:19][CH2:18][CH2:17][CH2:16]2)[S:5]([C:8]2[CH:13]=[CH:12][CH:11]=[CH:10][N:9]=2)(=[O:7])=[O:6])=[C:22]([F:21])[CH:23]=1)#[N:26], predict the reactants needed to synthesize it. The reactants are: [NH2:1][CH2:2][CH2:3][N:4]([CH2:14][CH:15]1[CH2:20][CH2:19][CH2:18][CH2:17][CH2:16]1)[S:5]([C:8]1[CH:13]=[CH:12][CH:11]=[CH:10][N:9]=1)(=[O:7])=[O:6].[F:21][C:22]1[CH:23]=[C:24]([CH:27]=[CH:28][C:29]=1F)[C:25]#[N:26].CCN(C(C)C)C(C)C.O. (3) Given the product [CH2:22]([O:23][C:24]1[CH:16]=[CH:15][C:14]([C:11]([CH2:12][C:1]([O:5][CH2:6][CH3:7])=[O:8])=[O:13])=[C:19]([CH3:18])[CH:25]=1)[C:21]1[CH:16]=[CH:15][CH:14]=[CH:11][CH:12]=1, predict the reactants needed to synthesize it. The reactants are: [C:1](=[O:8])([O:5][CH2:6][CH3:7])OCC.[H-].[Na+].[C:11]([C:14]1[CH:19]=[CH:18]C=[CH:16][CH:15]=1)(=[O:13])[CH3:12].Cl.[CH3:21][CH2:22][O:23][CH2:24][CH3:25]. (4) Given the product [C:11]([O:16][CH2:17][CH2:18][S:1][C:2]1[S:3][C:4]2[CH:10]=[CH:9][CH:8]=[CH:7][C:5]=2[N:6]=1)(=[O:15])[C:12]([CH3:14])=[CH2:13], predict the reactants needed to synthesize it. The reactants are: [SH:1][C:2]1[S:3][C:4]2[CH:10]=[CH:9][CH:8]=[CH:7][C:5]=2[N:6]=1.[C:11]([O:16][CH2:17][CH2:18]Cl)(=[O:15])[C:12]([CH3:14])=[CH2:13].C([O-])(O)=O.[Na+].[OH-].[Na+]. (5) Given the product [NH2:8][C@@H:9]([CH2:13][NH:14][C:15](=[O:24])[CH2:16][NH:17][C:18]([O:20][CH2:21][C:22]#[CH:23])=[O:19])[C:10]([OH:12])=[O:11], predict the reactants needed to synthesize it. The reactants are: C(OC([NH:8][C@@H:9]([CH2:13][NH:14][C:15](=[O:24])[CH2:16][NH:17][C:18]([O:20][CH2:21][C:22]#[CH:23])=[O:19])[C:10]([OH:12])=[O:11])=O)(C)(C)C.Cl. (6) Given the product [CH:16]([C:18]1[CH:23]=[C:22]([C:2]2[CH:10]=[CH:9][C:8]([C:11]([NH2:13])=[O:12])=[C:7]3[C:3]=2[C:4]([CH3:15])=[C:5]([CH3:14])[NH:6]3)[CH:21]=[CH:20][CH:19]=1)=[O:17], predict the reactants needed to synthesize it. The reactants are: Br[C:2]1[CH:10]=[CH:9][C:8]([C:11]([NH2:13])=[O:12])=[C:7]2[C:3]=1[C:4]([CH3:15])=[C:5]([CH3:14])[NH:6]2.[CH:16]([C:18]1[CH:19]=[C:20](B(O)O)[CH:21]=[CH:22][CH:23]=1)=[O:17].[O-]P([O-])([O-])=O.[K+].[K+].[K+].